This data is from Forward reaction prediction with 1.9M reactions from USPTO patents (1976-2016). The task is: Predict the product of the given reaction. (1) Given the reactants [CH3:1][O:2][C:3](=[O:35])[C:4]1[CH:9]=[C:8]([O:10][C:11]2[CH:16]=[CH:15][C:14]([NH2:17])=[C:13]([O:18][CH2:19][CH2:20][CH2:21][CH2:22][CH3:23])[CH:12]=2)[CH:7]=[CH:6][C:5]=1[NH:24][S:25]([C:28]1[CH:33]=[CH:32][C:31]([CH3:34])=[CH:30][CH:29]=1)(=[O:27])=[O:26].[C:36]1([CH3:46])[CH:41]=[CH:40][C:39]([S:42](Cl)(=[O:44])=[O:43])=[CH:38][CH:37]=1.N1C=CC=CC=1, predict the reaction product. The product is: [CH3:1][O:2][C:3](=[O:35])[C:4]1[CH:9]=[C:8]([O:10][C:11]2[CH:16]=[CH:15][C:14]([NH:17][S:42]([C:39]3[CH:40]=[CH:41][C:36]([CH3:46])=[CH:37][CH:38]=3)(=[O:44])=[O:43])=[C:13]([O:18][CH2:19][CH2:20][CH2:21][CH2:22][CH3:23])[CH:12]=2)[CH:7]=[CH:6][C:5]=1[NH:24][S:25]([C:28]1[CH:29]=[CH:30][C:31]([CH3:34])=[CH:32][CH:33]=1)(=[O:27])=[O:26]. (2) Given the reactants [C:1]([OH:9])(=O)[C:2]1[CH:7]=[CH:6][CH:5]=[CH:4][CH:3]=1.[NH2:10][C:11]1[CH:16]=[CH:15][C:14]([N+:17]([O-:19])=[O:18])=[CH:13][C:12]=1O.[OH-].[Na+], predict the reaction product. The product is: [C:2]1([C:1]2[O:9][C:16]3[CH:15]=[C:14]([N+:17]([O-:19])=[O:18])[CH:13]=[CH:12][C:11]=3[N:10]=2)[CH:3]=[CH:4][CH:5]=[CH:6][CH:7]=1. (3) Given the reactants [C:1]([C:5]1[N:10]=[C:9]([N:11]2[CH2:16][CH2:15][N:14]([CH2:17][CH2:18][CH2:19][CH2:20][NH2:21])[CH2:13][CH2:12]2)[CH:8]=[C:7]([C:22]([F:25])([F:24])[F:23])[N:6]=1)([CH3:4])([CH3:3])[CH3:2].C1N=CN([C:31]([N:33]2[CH:37]=[N:36][CH:35]=[CH:34]2)=[O:32])C=1.[CH3:38][C:39]1N2CCNC[C:42]2=[N:41][N:40]=1, predict the reaction product. The product is: [C:1]([C:5]1[N:10]=[C:9]([N:11]2[CH2:16][CH2:15][N:14]([CH2:17][CH2:18][CH2:19][CH2:20][NH:21][C:31]([N:33]3[CH2:34][CH2:35][N:36]4[C:39]([CH3:38])=[N:40][N:41]=[C:42]4[CH2:37]3)=[O:32])[CH2:13][CH2:12]2)[CH:8]=[C:7]([C:22]([F:24])([F:25])[F:23])[N:6]=1)([CH3:4])([CH3:2])[CH3:3]. (4) Given the reactants [CH2:1]([O:8][C:9]1[C:10]([C:18]([O:20][CH3:21])=[O:19])=[N:11][NH:12][C:13]=1[C:14]([O:16][CH3:17])=[O:15])[C:2]1[CH:7]=[CH:6][CH:5]=[CH:4][CH:3]=1.Cl[CH2:23][C:24](=[O:26])[CH3:25], predict the reaction product. The product is: [CH2:1]([O:8][C:9]1[C:13]([C:14]([O:16][CH3:17])=[O:15])=[N:12][N:11]([CH2:23][C:24](=[O:26])[CH3:25])[C:10]=1[C:18]([O:20][CH3:21])=[O:19])[C:2]1[CH:7]=[CH:6][CH:5]=[CH:4][CH:3]=1. (5) The product is: [CH2:1]([N:3]1[C:7]([C:8]([C:9]2[CH:10]=[C:11]([CH:14]=[CH:15][CH:16]=2)[C:12]#[N:13])=[O:17])=[CH:6][N:5]=[CH:4]1)[CH3:2]. Given the reactants [CH2:1]([N:3]1[C:7]([CH:8]([OH:17])[C:9]2[CH:10]=[C:11]([CH:14]=[CH:15][CH:16]=2)[C:12]#[N:13])=[CH:6][N:5]=[CH:4]1)[CH3:2], predict the reaction product. (6) The product is: [O:23]1[CH:24]=[CH:25][C:21]([C:19]2[N:12]3[C:13]([CH:14]=[N:15][C:10]([NH:9][C:6]4[CH:7]=[CH:8][C:3]([O:2][CH3:1])=[CH:4][CH:5]=4)=[N:11]3)=[C:16]([CH3:17])[N:18]=2)=[CH:22]1. Given the reactants [CH3:1][O:2][C:3]1[CH:8]=[CH:7][C:6]([NH:9][C:10]2[N:11]=[N:12][C:13]([CH:16]([NH:18][C:19]([C:21]3[CH:25]=[CH:24][O:23][CH:22]=3)=O)[CH3:17])=[CH:14][N:15]=2)=[CH:5][CH:4]=1.P(Cl)(Cl)(Cl)=O, predict the reaction product. (7) Given the reactants [NH2:1][C:2]1[C:28]([C:29]([F:32])([F:31])[F:30])=[CH:27][C:5]([CH2:6][C@H:7]([C:12]([N:14]2[CH2:19][CH2:18][CH:17]([N:20]3[CH2:25][CH2:24][N:23]([CH3:26])[CH2:22][CH2:21]3)[CH2:16][CH2:15]2)=[O:13])[CH2:8][C:9]([OH:11])=O)=[CH:4][C:3]=1[Cl:33].[NH:34]1[CH2:39][CH2:38][CH:37]([N:40]2[CH2:46][CH2:45][C:44]3[CH:47]=[CH:48][CH:49]=[CH:50][C:43]=3[NH:42][C:41]2=[O:51])[CH2:36][CH2:35]1.CN(C(ON1N=NC2C=CC=CC1=2)=[N+](C)C)C.[B-](F)(F)(F)F.C1C=CC2N(O)N=NC=2C=1.C(N(CC)CC)C, predict the reaction product. The product is: [NH2:1][C:2]1[C:28]([C:29]([F:30])([F:31])[F:32])=[CH:27][C:5]([CH2:6][C@@H:7]([CH2:8][C:9]([N:34]2[CH2:35][CH2:36][CH:37]([N:40]3[CH2:46][CH2:45][C:44]4[CH:47]=[CH:48][CH:49]=[CH:50][C:43]=4[NH:42][C:41]3=[O:51])[CH2:38][CH2:39]2)=[O:11])[C:12]([N:14]2[CH2:15][CH2:16][CH:17]([N:20]3[CH2:25][CH2:24][N:23]([CH3:26])[CH2:22][CH2:21]3)[CH2:18][CH2:19]2)=[O:13])=[CH:4][C:3]=1[Cl:33]. (8) Given the reactants C([O:8][N:9]1[C:15](=[O:16])[N:14]2[CH2:17][C@H:10]1[CH2:11][CH2:12][C@H:13]2[C:18]([NH2:20])=[O:19])C1C=CC=CC=1, predict the reaction product. The product is: [OH:8][N:9]1[C:15](=[O:16])[N:14]2[CH2:17][C@@H:10]1[CH2:11][CH2:12][C@@H:13]2[C:18]([NH2:20])=[O:19]. (9) Given the reactants [CH2:1]([O:3][C:4]1[CH:5]=[C:6]([CH:23]=[CH:24][C:25]=1[O:26][CH2:27][CH3:28])[CH2:7][C:8]1[O:12][N:11]=[C:10]([C:13]2[CH:21]=[CH:20][CH:19]=[C:18]3[C:14]=2[CH2:15][CH2:16][CH:17]3O)[N:9]=1)[CH3:2].[NH2:29][CH2:30][CH2:31][S:32]([N:35](C)[CH3:36])(=[O:34])=[O:33], predict the reaction product. The product is: [CH2:1]([O:3][C:4]1[CH:5]=[C:6]([CH:23]=[CH:24][C:25]=1[O:26][CH2:27][CH3:28])[CH2:7][C:8]1[O:12][N:11]=[C:10]([C:13]2[CH:21]=[CH:20][CH:19]=[C:18]3[C:14]=2[CH2:15][CH2:16][CH:17]3[NH:29][CH2:30][CH2:31][S:32]([NH:35][CH3:36])(=[O:34])=[O:33])[N:9]=1)[CH3:2]. (10) Given the reactants [CH:1]1[CH2:5][CH:4]=[CH:3][CH:2]=1.[C:6]([O:10][CH2:11][CH2:12][CH2:13][OH:14])(=[O:9])C=C.O1CC[CH2:17][CH2:16]1, predict the reaction product. The product is: [CH:2]12[CH2:1][CH:5]([CH:16]=[CH:17]1)[CH2:4][CH:3]2[C:6]([O:10][CH2:11][CH2:12][CH2:13][OH:14])=[O:9].